From a dataset of Reaction yield outcomes from USPTO patents with 853,638 reactions. Predict the reaction yield, written as a fraction of the theoretical maximum amount of product (1.0 means a 100% yield; for example, 0.34 means a 34% yield). The reactants are [CH:1]1([C:4]2[NH:5][C:6]3[C:11]([CH:12]=2)=[CH:10][C:9]([N+:13]([O-])=O)=[CH:8][CH:7]=3)[CH2:3][CH2:2]1. The catalyst is CO.[Ni]. The product is [CH:1]1([C:4]2[NH:5][C:6]3[C:11]([CH:12]=2)=[CH:10][C:9]([NH2:13])=[CH:8][CH:7]=3)[CH2:3][CH2:2]1. The yield is 0.560.